Dataset: Forward reaction prediction with 1.9M reactions from USPTO patents (1976-2016). Task: Predict the product of the given reaction. (1) The product is: [Br:16][C:17]1[CH:21]=[CH:20][S:19][C:18]=1[C:22]1[N:1]=[C:2]2[CH:7]=[CH:6][CH:5]=[CH:4][N:3]2[C:15]=1[NH:14][CH:8]1[CH2:13][CH2:12][CH2:11][CH2:10][CH2:9]1. Given the reactants [NH2:1][C:2]1[CH:7]=[CH:6][CH:5]=[CH:4][N:3]=1.[CH:8]1([N+:14]#[C-:15])[CH2:13][CH2:12][CH2:11][CH2:10][CH2:9]1.[Br:16][C:17]1[CH:21]=[CH:20][S:19][C:18]=1[CH:22]=O, predict the reaction product. (2) Given the reactants [Li]CCCC.[C:6]([Si:10]([C:21]1[CH:26]=[CH:25][CH:24]=[CH:23][CH:22]=1)([C:15]1[CH:20]=[CH:19][CH:18]=[CH:17][CH:16]=1)[O:11][CH2:12][C:13]#[CH:14])([CH3:9])([CH3:8])[CH3:7].CON(C)[C:30]([C@@H:32]1[CH2:36][CH2:35][CH2:34][N:33]1[C:37]([O:39][C:40]([CH3:43])([CH3:42])[CH3:41])=[O:38])=[O:31].[NH4+].[Cl-], predict the reaction product. The product is: [Si:10]([O:11][CH2:12][C:13]#[C:14][C:30]([C@@H:32]1[CH2:36][CH2:35][CH2:34][N:33]1[C:37]([O:39][C:40]([CH3:43])([CH3:42])[CH3:41])=[O:38])=[O:31])([C:6]([CH3:9])([CH3:7])[CH3:8])([C:15]1[CH:20]=[CH:19][CH:18]=[CH:17][CH:16]=1)[C:21]1[CH:22]=[CH:23][CH:24]=[CH:25][CH:26]=1. (3) Given the reactants [Cl-].CS(C)=O.[CH3:6][O:7][C:8](=[O:23])[C:9]1[CH:14]=[C:13]([O:15][CH3:16])[C:12]([O:17][CH3:18])=[C:11]([CH2:19][CH2:20][CH2:21][OH:22])[CH:10]=1.C(N(CC)CC)C, predict the reaction product. The product is: [CH3:6][O:7][C:8](=[O:23])[C:9]1[CH:10]=[C:11]([CH2:19][CH2:20][CH:21]=[O:22])[C:12]([O:17][CH3:18])=[C:13]([O:15][CH3:16])[CH:14]=1. (4) Given the reactants [F:1][C:2]1[CH:7]=[C:6]([F:8])[CH:5]=[CH:4][C:3]=1[C:9]1[C:13]([C:14]2[CH:15]=[CH:16][C:17]3[N:18]([C:20]([CH:23]([CH3:25])[CH3:24])=[N:21][N:22]=3)[N:19]=2)=[CH:12][N:11]([CH:26]2[CH2:30][CH2:29][NH:28][CH2:27]2)[N:10]=1.CCN(C(C)C)C(C)C.[CH3:40][S:41](Cl)(=[O:43])=[O:42], predict the reaction product. The product is: [F:1][C:2]1[CH:7]=[C:6]([F:8])[CH:5]=[CH:4][C:3]=1[C:9]1[C:13]([C:14]2[CH:15]=[CH:16][C:17]3[N:18]([C:20]([CH:23]([CH3:24])[CH3:25])=[N:21][N:22]=3)[N:19]=2)=[CH:12][N:11]([CH:26]2[CH2:30][CH2:29][N:28]([S:41]([CH3:40])(=[O:43])=[O:42])[CH2:27]2)[N:10]=1.